Dataset: Reaction yield outcomes from USPTO patents with 853,638 reactions. Task: Predict the reaction yield, written as a fraction of the theoretical maximum amount of product (1.0 means a 100% yield; for example, 0.34 means a 34% yield). The reactants are [NH2:1][C:2]1[CH:7]=[CH:6][CH:5]=[C:4]([CH3:8])[CH:3]=1.[C:9](OC(=O)C)(=[O:11])[CH3:10]. No catalyst specified. The product is [C:9]([NH:1][C:2]1[CH:7]=[CH:6][CH:5]=[C:4]([CH3:8])[CH:3]=1)(=[O:11])[CH3:10]. The yield is 0.940.